From a dataset of Reaction yield outcomes from USPTO patents with 853,638 reactions. Predict the reaction yield, written as a fraction of the theoretical maximum amount of product (1.0 means a 100% yield; for example, 0.34 means a 34% yield). The reactants are [CH2:1]([N:4]1[C:8]2[C:9]([CH:14]([CH2:17][CH3:18])[CH2:15][CH3:16])=[CH:10][CH:11]=[C:12]([Cl:13])[C:7]=2[NH:6][C:5]1=O)[CH:2]=[CH2:3].P(Cl)(Cl)([Cl:22])=O. The catalyst is C(OCC)(=O)C. The product is [CH2:1]([N:4]1[C:8]2[C:9]([CH:14]([CH2:17][CH3:18])[CH2:15][CH3:16])=[CH:10][CH:11]=[C:12]([Cl:13])[C:7]=2[N:6]=[C:5]1[Cl:22])[CH:2]=[CH2:3]. The yield is 0.950.